This data is from Peptide-MHC class I binding affinity with 185,985 pairs from IEDB/IMGT. The task is: Regression. Given a peptide amino acid sequence and an MHC pseudo amino acid sequence, predict their binding affinity value. This is MHC class I binding data. (1) The peptide sequence is SRIYQILQPIF. The MHC is Mamu-B03 with pseudo-sequence Mamu-B03. The binding affinity (normalized) is 0.572. (2) The peptide sequence is ELNIVDEII. The MHC is HLA-A02:03 with pseudo-sequence HLA-A02:03. The binding affinity (normalized) is 0.178. (3) The peptide sequence is SASSMINGVV. The MHC is HLA-B57:01 with pseudo-sequence HLA-B57:01. The binding affinity (normalized) is 0.298. (4) The peptide sequence is FAANPNSQV. The MHC is HLA-A02:01 with pseudo-sequence HLA-A02:01. The binding affinity (normalized) is 0.295.